This data is from Catalyst prediction with 721,799 reactions and 888 catalyst types from USPTO. The task is: Predict which catalyst facilitates the given reaction. (1) Reactant: [CH3:1][N:2]([CH3:24])[CH2:3][CH2:4][N:5]([CH3:23])[C:6](=[O:22])[CH2:7][C:8]([NH:11][C:12](=[O:21])[O:13][CH2:14][C:15]1[CH:20]=[CH:19][CH:18]=[CH:17][CH:16]=1)([CH3:10])[CH3:9].[CH3:25][I:26]. Product: [I-:26].[CH2:14]([O:13][C:12]([NH:11][C:8]([CH3:10])([CH3:9])[CH2:7][C:6]([N:5]([CH2:4][CH2:3][N+:2]([CH3:25])([CH3:1])[CH3:24])[CH3:23])=[O:22])=[O:21])[C:15]1[CH:20]=[CH:19][CH:18]=[CH:17][CH:16]=1. The catalyst class is: 8. (2) Reactant: [C:1]([O:9][CH2:10][CH3:11])(=[O:8])[CH2:2][C:3]([O:5][CH2:6][CH3:7])=[O:4].[CH3:12][O:13][C:14]1[C:15]([N+:22]([O-:24])=[O:23])=[C:16]([CH:19]=[CH:20][CH:21]=1)[CH:17]=O.N1CCCCC1. Product: [CH3:12][O:13][C:14]1[C:15]([N+:22]([O-:24])=[O:23])=[C:16]([CH:19]=[CH:20][CH:21]=1)[CH:17]=[C:2]([C:3]([O:5][CH2:6][CH3:7])=[O:4])[C:1]([O:9][CH2:10][CH3:11])=[O:8]. The catalyst class is: 17. (3) Product: [Br:30][C:10]1[N:9]=[C:8]([CH:11]2[CH2:19][CH2:18][CH:17]3[N:13]([C:14](=[O:22])[C:15]([CH3:20])([CH3:21])[CH2:16]3)[CH2:12]2)[N:4]2[CH:5]=[CH:6][N:7]=[C:2]([Cl:1])[C:3]=12. The catalyst class is: 3. Reactant: [Cl:1][C:2]1[C:3]2[N:4]([C:8]([CH:11]3[CH2:19][CH2:18][CH:17]4[N:13]([C:14](=[O:22])[C:15]([CH3:21])([CH3:20])[CH2:16]4)[CH2:12]3)=[N:9][CH:10]=2)[CH:5]=[CH:6][N:7]=1.C1C(=O)N([Br:30])C(=O)C1.O. (4) The catalyst class is: 1. Product: [C:8]1([C:4]2[CH:3]=[C:2]([Si:20]([CH:27]([CH3:29])[CH3:28])([CH:24]([CH3:26])[CH3:25])[CH:21]([CH3:23])[CH3:22])[CH:7]=[CH:6][N:5]=2)[CH:13]=[CH:12][CH:11]=[CH:10][CH:9]=1. Reactant: Br[C:2]1[CH:7]=[CH:6][N:5]=[C:4]([C:8]2[CH:13]=[CH:12][CH:11]=[CH:10][CH:9]=2)[CH:3]=1.C([Li])CCC.Cl[Si:20]([CH:27]([CH3:29])[CH3:28])([CH:24]([CH3:26])[CH3:25])[CH:21]([CH3:23])[CH3:22]. (5) Reactant: [C:1]1([CH2:7][O:8][C:9]2[C:10]([C:22]([O:24][CH2:25][C:26]3[CH:31]=[CH:30][CH:29]=[CH:28][CH:27]=3)=[O:23])=[CH:11][C:12]([C:18]([F:21])([F:20])[F:19])=[C:13]([CH:17]=2)[C:14](O)=[O:15])[CH:6]=[CH:5][CH:4]=[CH:3][CH:2]=1.C(N(C(C)C)CC)(C)C.[NH:41]1[CH2:46][CH2:45][O:44][CH2:43][CH2:42]1.ON1C2N=CC=CC=2N=N1.C(Cl)CCl. Product: [N:41]1([C:14]([C:13]2[C:12]([C:18]([F:21])([F:19])[F:20])=[CH:11][C:10]([C:22]([O:24][CH2:25][C:26]3[CH:27]=[CH:28][CH:29]=[CH:30][CH:31]=3)=[O:23])=[C:9]([O:8][CH2:7][C:1]3[CH:6]=[CH:5][CH:4]=[CH:3][CH:2]=3)[CH:17]=2)=[O:15])[CH2:46][CH2:45][O:44][CH2:43][CH2:42]1. The catalyst class is: 255. (6) Reactant: [NH2:1][C:2]1[C:7]([F:8])=[CH:6][C:5]([N:9]2[CH2:13][CH:12]([CH2:14][NH:15][C:16](=[O:18])[CH3:17])[O:11][C:10]2=[O:19])=[CH:4][C:3]=1[F:20].O[CH2:22][C:23]1C2N=NNC=2[CH:26]=[CH:25][CH:24]=1.C[O:33]/C=C/C(O[Si](C)(C)C)=C.O([Si](C)(C)C)S(C(F)(F)F)(=O)=O.C([O-])(O)=O.[Na+]. Product: [F:20][C:3]1[CH:4]=[C:5]([N:9]2[CH2:13][CH:12]([CH2:14][NH:15][C:16](=[O:18])[CH3:17])[O:11][C:10]2=[O:19])[CH:6]=[C:7]([F:8])[C:2]=1[N:1]1[CH:26]=[CH:25][C:24](=[O:33])[CH2:23][CH2:22]1. The catalyst class is: 301. (7) Reactant: CN1CCOCC1.F[P-](F)(F)(F)(F)F.N1(OC(N(C)C)=[N+](C)C)C2C=CC=CC=2N=N1.ON1C2C=CC=CC=2N=N1.[C:42]([O:46][C:47]([NH:49][C@@H:50]([C:54]([CH3:57])([CH3:56])[CH3:55])[C:51]([OH:53])=O)=[O:48])([CH3:45])([CH3:44])[CH3:43].[CH3:58][C@@H:59]1[CH2:63][NH:62][C@@H:61]2[C@@H:64]([OH:67])[CH2:65][O:66][C@H:60]12. Product: [OH:67][C@@H:64]1[C@H:61]2[N:62]([C:51](=[O:53])[C@@H:50]([NH:49][C:47](=[O:48])[O:46][C:42]([CH3:43])([CH3:44])[CH3:45])[C:54]([CH3:57])([CH3:56])[CH3:55])[CH2:63][C@@H:59]([CH3:58])[C@H:60]2[O:66][CH2:65]1. The catalyst class is: 9. (8) Reactant: Cl[C:2]1[N:7]=[CH:6][N:5]=[C:4]2[N:8]([C:11]3[CH:16]=[CH:15][C:14]([S:17]([CH3:20])(=[O:19])=[O:18])=[CH:13][C:12]=3[F:21])[N:9]=[CH:10][C:3]=12.C(=O)([O-])N.[CH:26]([O:29][C:30]([N:32]1[CH2:37][CH2:36][CH:35]([OH:38])[CH2:34][CH2:33]1)=[O:31])([CH3:28])[CH3:27].CC(C)([O-])C.[Na+]. Product: [CH:26]([O:29][C:30]([N:32]1[CH2:33][CH2:34][CH:35]([O:38][C:2]2[N:7]=[CH:6][N:5]=[C:4]3[N:8]([C:11]4[CH:16]=[CH:15][C:14]([S:17]([CH3:20])(=[O:19])=[O:18])=[CH:13][C:12]=4[F:21])[N:9]=[CH:10][C:3]=23)[CH2:36][CH2:37]1)=[O:31])([CH3:28])[CH3:27]. The catalyst class is: 11. (9) Reactant: [CH:1]1([O:5][C:6]2[CH:12]=[CH:11][C:9]([NH2:10])=[CH:8][C:7]=2[O:13][CH3:14])[CH2:4][CH2:3][CH2:2]1.CCN(C(C)C)C(C)C.[Br:24][C:25]1[N:26]=[C:27](Br)[C:28]2[N:29]([CH:31]=[CH:32][N:33]=2)[CH:30]=1. Product: [Br:24][C:25]1[N:26]=[C:27]([NH:10][C:9]2[CH:11]=[CH:12][C:6]([O:5][CH:1]3[CH2:4][CH2:3][CH2:2]3)=[C:7]([O:13][CH3:14])[CH:8]=2)[C:28]2[N:29]([CH:31]=[CH:32][N:33]=2)[CH:30]=1. The catalyst class is: 32. (10) Product: [CH2:29]([O:31][NH:32][C:11](=[O:13])[C:10]1[CH:14]=[CH:15][N:16]=[CH:17][C:9]=1[NH:8][C:5]1[CH:6]=[CH:7][C:2]([I:1])=[CH:3][C:4]=1[CH3:18])[CH3:30]. The catalyst class is: 3. Reactant: [I:1][C:2]1[CH:7]=[CH:6][C:5]([NH:8][C:9]2[CH:17]=[N:16][CH:15]=[CH:14][C:10]=2[C:11]([OH:13])=O)=[C:4]([CH3:18])[CH:3]=1.CCN(C(C)C)C(C)C.Cl.[CH2:29]([O:31][NH2:32])[CH3:30].